The task is: Predict the reaction yield, written as a fraction of the theoretical maximum amount of product (1.0 means a 100% yield; for example, 0.34 means a 34% yield).. This data is from Reaction yield outcomes from USPTO patents with 853,638 reactions. (1) The reactants are [C:1]([C:3]1[CH:14]=[CH:13][C:6]([O:7][CH2:8][C:9](OC)=[O:10])=[CH:5][CH:4]=1)#[N:2].O.[NH2:16][NH2:17]. No catalyst specified. The product is [C:1]([C:3]1[CH:14]=[CH:13][C:6]([O:7][CH2:8][C:9]([NH:16][NH2:17])=[O:10])=[CH:5][CH:4]=1)#[N:2]. The yield is 0.750. (2) The reactants are [NH2:1][C@:2]1([CH2:9][C:10]#[C:11][C:12]2[N:17]=[C:16]([C:18]3[CH:23]=[C:22]([O:24][CH2:25][CH3:26])[CH:21]=[CH:20][C:19]=3[F:27])[CH:15]=[C:14]([CH3:28])[N:13]=2)[CH2:6][CH2:5][N:4]([CH3:7])[C:3]1=[O:8]. The catalyst is CC#N.CCOC(C)=O.FC(F)(F)S([O-])(=O)=O.[Ag+]. The product is [CH2:25]([O:24][C:22]1[CH:21]=[CH:20][C:19]([F:27])=[C:18]([C:16]2[CH:15]=[C:14]([CH3:28])[N:13]=[C:12]([C:11]3[CH2:10][CH2:9][C@:2]4([CH2:6][CH2:5][N:4]([CH3:7])[C:3]4=[O:8])[N:1]=3)[N:17]=2)[CH:23]=1)[CH3:26]. The yield is 0.749.